This data is from Forward reaction prediction with 1.9M reactions from USPTO patents (1976-2016). The task is: Predict the product of the given reaction. (1) Given the reactants [F:1][CH:2]([F:29])[N:3]1[C:7]([C:8]2[CH:9]=[C:10]([C@@H:14]([NH:18][C:19](=[O:25])[O:20][C:21]([CH3:24])([CH3:23])[CH3:22])[CH2:15][CH:16]=[CH2:17])[CH:11]=[CH:12][CH:13]=2)=[C:6]([N+:26]([O-])=O)[CH:5]=[N:4]1.[NH4+].[Cl-], predict the reaction product. The product is: [NH2:26][C:6]1[CH:5]=[N:4][N:3]([CH:2]([F:1])[F:29])[C:7]=1[C:8]1[CH:9]=[C:10]([C@@H:14]([NH:18][C:19](=[O:25])[O:20][C:21]([CH3:24])([CH3:22])[CH3:23])[CH2:15][CH:16]=[CH2:17])[CH:11]=[CH:12][CH:13]=1. (2) Given the reactants [B:1]1([C:10]2[CH:15]=[CH:14][C:13]([C:16]([OH:18])=O)=[CH:12][CH:11]=2)[O:5][C:4]([CH3:7])([CH3:6])[C:3]([CH3:9])([CH3:8])[O:2]1.CCN=C=NCCCN(C)C.Cl.[CH3:31][O:32][CH2:33][CH2:34][N:35]1[CH2:40][CH2:39][NH:38][CH2:37][CH2:36]1, predict the reaction product. The product is: [CH3:31][O:32][CH2:33][CH2:34][N:35]1[CH2:40][CH2:39][N:38]([C:16]([C:13]2[CH:14]=[CH:15][C:10]([B:1]3[O:2][C:3]([CH3:9])([CH3:8])[C:4]([CH3:7])([CH3:6])[O:5]3)=[CH:11][CH:12]=2)=[O:18])[CH2:37][CH2:36]1. (3) Given the reactants [CH:1]1([NH:6][C:7]2[CH:8]=[C:9]([CH2:22][CH2:23]O)[CH:10]=[C:11]3[C:15]=2[NH:14][C:13]([C:16]2[CH:21]=[CH:20][CH:19]=[CH:18][CH:17]=2)=[CH:12]3)[CH2:5][CH2:4][CH2:3][CH2:2]1.[NH:25]1[CH2:29][CH2:28][CH2:27][CH2:26]1, predict the reaction product. The product is: [CH:1]1([NH:6][C:7]2[CH:8]=[C:9]([CH2:22][CH2:23][N:25]3[CH2:29][CH2:28][CH2:27][CH2:26]3)[CH:10]=[C:11]3[C:15]=2[NH:14][C:13]([C:16]2[CH:21]=[CH:20][CH:19]=[CH:18][CH:17]=2)=[CH:12]3)[CH2:5][CH2:4][CH2:3][CH2:2]1. (4) Given the reactants Br[C:2]1[CH:3]=[C:4]2[N:10]([CH2:11][CH:12]3[CH2:17][CH2:16][C:15]([F:19])([F:18])[CH2:14][CH2:13]3)[CH:9]=[C:8]([C:20]3[CH:21]=[N:22][N:23]([CH2:25][C:26]([F:29])([F:28])[F:27])[CH:24]=3)[C:5]2=[N:6][CH:7]=1.[CH3:30][C:31]1([CH3:47])[C:35]([CH3:37])([CH3:36])[O:34][B:33]([B:33]2[O:34][C:35]([CH3:37])([CH3:36])[C:31]([CH3:47])([CH3:30])[O:32]2)[O:32]1.C([O-])(=O)C.[K+].Cl, predict the reaction product. The product is: [F:18][C:15]1([F:19])[CH2:16][CH2:17][CH:12]([CH2:11][N:10]2[C:4]3[C:5](=[N:6][CH:7]=[C:2]([B:33]4[O:34][C:35]([CH3:37])([CH3:36])[C:31]([CH3:47])([CH3:30])[O:32]4)[CH:3]=3)[C:8]([C:20]3[CH:21]=[N:22][N:23]([CH2:25][C:26]([F:29])([F:28])[F:27])[CH:24]=3)=[CH:9]2)[CH2:13][CH2:14]1.